From a dataset of Full USPTO retrosynthesis dataset with 1.9M reactions from patents (1976-2016). Predict the reactants needed to synthesize the given product. (1) Given the product [CH:20]([C:2]1[CH:3]=[C:4]([CH:8]=[CH:9][C:10]=1[CH3:11])[C:5]([OH:7])=[O:6])=[O:21], predict the reactants needed to synthesize it. The reactants are: Br[C:2]1[CH:3]=[C:4]([CH:8]=[CH:9][C:10]=1[CH3:11])[C:5]([OH:7])=[O:6].[Li]CCCC.CN([CH:20]=[O:21])C.Cl. (2) Given the product [C:33]([O:32][C:30](=[O:31])[N:19]([CH2:18][C:14]1[CH:13]=[C:12]([O:11][C:10]2[C:2]([F:1])=[C:3]3[C:7](=[CH:8][CH:9]=2)[NH:6][C:5]([CH3:21])=[CH:4]3)[N:17]=[CH:16][N:15]=1)[CH3:20])([CH3:34])([CH3:35])[CH3:36], predict the reactants needed to synthesize it. The reactants are: [F:1][C:2]1[C:10]([O:11][C:12]2[N:17]=[CH:16][N:15]=[C:14]([CH2:18][NH:19][CH3:20])[CH:13]=2)=[CH:9][CH:8]=[C:7]2[C:3]=1[CH:4]=[C:5]([CH3:21])[NH:6]2.O([C:30]([O:32][C:33]([CH3:36])([CH3:35])[CH3:34])=[O:31])[C:30]([O:32][C:33]([CH3:36])([CH3:35])[CH3:34])=[O:31].C([O-])(O)=O.[Na+].O. (3) Given the product [CH:23]1([CH:5]2[C:4]3[C:9]4=[C:10]([CH2:12][N:13]([C:16]([O:18][C:19]([CH3:20])([CH3:22])[CH3:21])=[O:17])[CH2:14][CH2:15][N:8]4[CH2:7][CH2:6]2)[CH:11]=[C:2]([CH2:32][O:29][CH3:26])[CH:3]=3)[CH2:24][CH2:25]1, predict the reactants needed to synthesize it. The reactants are: Br[C:2]1[CH:3]=[C:4]2[C:9]3=[C:10]([CH2:12][N:13]([C:16]([O:18][C:19]([CH3:22])([CH3:21])[CH3:20])=[O:17])[CH2:14][CH2:15][N:8]3[CH2:7][CH2:6][CH:5]2[CH:23]2[CH2:25][CH2:24]2)[CH:11]=1.[C:26](=[O:29])([O-])[O-].[Cs+].[Cs+].[CH3:32]C(C1C=C(C(C)C)C(C2C=CC=CC=2P(C2CCCCC2)C2CCCCC2)=C(C(C)C)C=1)C. (4) Given the product [ClH:25].[CH3:26][O:27][N:28]=[C:18]([CH2:17][CH2:16][CH2:15][N:14]1[C:10]2[C:9]3[CH:8]=[CH:7][CH:6]=[CH:5][C:4]=3[N:3]=[C:2]([NH2:1])[C:11]=2[N:12]=[C:13]1[CH2:21][O:22][CH2:23][CH3:24])[CH3:19], predict the reactants needed to synthesize it. The reactants are: [NH2:1][C:2]1[C:11]2[N:12]=[C:13]([CH2:21][O:22][CH2:23][CH3:24])[N:14]([CH2:15][CH2:16][CH2:17][C:18](=O)[CH3:19])[C:10]=2[C:9]2[CH:8]=[CH:7][CH:6]=[CH:5][C:4]=2[N:3]=1.[ClH:25].[CH3:26][O:27][NH2:28].C(O)C.Cl. (5) Given the product [CH2:4]([O:11][C:12]1[N:13]=[C:14]([NH2:3])[C:15]2[N:16]=[CH:17][N:18]([C:19]=2[N:20]=1)[C@@H:21]1[O:33][C@H:32]([CH2:34][OH:35])[C@@H:27]([OH:28])[C@H:22]1[OH:23])[C:5]1[CH:6]=[CH:7][CH:8]=[CH:9][CH:10]=1, predict the reactants needed to synthesize it. The reactants are: [H][H].[NH3:3].[CH2:4]([O:11][C:12]1[N:20]=[C:19]2[C:15]([N:16]=[CH:17][N:18]2[C@@H:21]2[O:33][C@H:32]([CH2:34][O:35]C(=O)C)[C@@H:27]([O:28]C(=O)C)[C@H:22]2[O:23]C(=O)C)=[C:14](Cl)[N:13]=1)[C:5]1[CH:10]=[CH:9][CH:8]=[CH:7][CH:6]=1.